From a dataset of Full USPTO retrosynthesis dataset with 1.9M reactions from patents (1976-2016). Predict the reactants needed to synthesize the given product. (1) The reactants are: [NH2:1][C:2]1[CH:7]=[CH:6][C:5]([SH:8])=[C:4]([O:9][CH3:10])[CH:3]=1.[OH-].[Na+].Cl.Cl[CH2:15][C:16]1[CH:17]=[N:18][CH:19]=[CH:20][CH:21]=1. Given the product [CH3:10][O:9][C:4]1[CH:3]=[C:2]([CH:7]=[CH:6][C:5]=1[S:8][CH2:15][C:16]1[CH:17]=[N:18][CH:19]=[CH:20][CH:21]=1)[NH2:1], predict the reactants needed to synthesize it. (2) Given the product [ClH:1].[O:21]([C:28]1[CH:29]=[CH:30][C:31]([NH:32][C:2]2[C:11]3[C:6](=[CH:7][CH:8]=[C:9]([C:12]#[C:13][C:14]4([OH:20])[CH2:19][CH2:18][O:17][CH2:16][CH2:15]4)[CH:10]=3)[N:5]=[CH:4][N:3]=2)=[CH:33][CH:34]=1)[C:22]1[CH:27]=[CH:26][CH:25]=[CH:24][CH:23]=1, predict the reactants needed to synthesize it. The reactants are: [Cl:1][C:2]1[C:11]2[C:6](=[CH:7][CH:8]=[C:9]([C:12]#[C:13][C:14]3([OH:20])[CH2:19][CH2:18][O:17][CH2:16][CH2:15]3)[CH:10]=2)[N:5]=[CH:4][N:3]=1.[O:21]([C:28]1[CH:34]=[CH:33][C:31]([NH2:32])=[CH:30][CH:29]=1)[C:22]1[CH:27]=[CH:26][CH:25]=[CH:24][CH:23]=1. (3) Given the product [Cl:15][C:16]1[CH:17]=[CH:18][C:19]2[O:23][C:22]([CH2:24][O:3][N:4]3[C:5](=[O:14])[C:6]4[C:7](=[CH:10][CH:11]=[CH:12][CH:13]=4)[C:8]3=[O:9])=[N:21][C:20]=2[CH:26]=1, predict the reactants needed to synthesize it. The reactants are: [H-].[Na+].[OH:3][N:4]1[C:8](=[O:9])[C:7]2=[CH:10][CH:11]=[CH:12][CH:13]=[C:6]2[C:5]1=[O:14].[Cl:15][C:16]1[CH:17]=[CH:18][C:19]2[O:23][C:22]([CH2:24]Cl)=[N:21][C:20]=2[CH:26]=1.